Dataset: Forward reaction prediction with 1.9M reactions from USPTO patents (1976-2016). Task: Predict the product of the given reaction. (1) Given the reactants [Cl:1][C:2]1[CH:7]=[C:6]([C:8]([F:11])([F:10])[F:9])[CH:5]=[C:4]([CH3:12])[N:3]=1.[C:13](=O)([O:17]CC)[O:14][CH2:15][CH3:16], predict the reaction product. The product is: [CH2:15]([O:14][C:13](=[O:17])[CH2:12][C:4]1[CH:5]=[C:6]([C:8]([F:9])([F:10])[F:11])[CH:7]=[C:2]([Cl:1])[N:3]=1)[CH3:16]. (2) Given the reactants [F:1][C:2]([F:16])([C:8]1[CH:13]=[CH:12][CH:11]=[C:10]([O:14][CH3:15])[CH:9]=1)[C:3](OCC)=[O:4].FC(F)(CCC1C=CC=CC=1)CO, predict the reaction product. The product is: [F:1][C:2]([F:16])([C:8]1[CH:13]=[CH:12][CH:11]=[C:10]([O:14][CH3:15])[CH:9]=1)[CH2:3][OH:4]. (3) Given the reactants [Br:1][C:2]1[CH:3]=[C:4]2[C:9](=[CH:10][CH:11]=1)[NH:8][C:7](=S)C(C1ON=C(C)C=1)=[C:5]2[C:19]1[CH:24]=[CH:23][CH:22]=[CH:21][CH:20]=1.[NH2:25][C:26]1[CH:31]=CC(Br)=C[C:27]=1[C:33]([C:35]1C=CC=CC=1)=[O:34].CC1C=C(CC(O)=O)ON=1.P(Cl)(Cl)([Cl:53])=O, predict the reaction product. The product is: [Br:1][C:2]1[CH:3]=[C:4]2[C:9](=[CH:10][CH:11]=1)[N:8]=[C:7]([Cl:53])[C:31]([C:26]1[CH:27]=[C:33]([CH3:35])[O:34][N:25]=1)=[C:5]2[C:19]1[CH:20]=[CH:21][CH:22]=[CH:23][CH:24]=1. (4) Given the reactants C(OC([NH:8][C:9]1([C:24](O)=O)[CH2:14][CH2:13][N:12]([C:15]2[C:16]3[CH:23]=[CH:22][NH:21][C:17]=3[N:18]=[CH:19][N:20]=2)[CH2:11][CH2:10]1)=O)(C)(C)C.F[P-](F)(F)(F)(F)F.N1(OC(N(C)C)=[N+](C)C)C2N=CC=CC=2N=N1.[Cl:51][C:52]1[CH:53]=[C:54]([CH3:60])[C:55]([NH2:59])=[C:56]([NH2:58])[CH:57]=1.C(N(C(C)C)C(C)C)C.Cl, predict the reaction product. The product is: [Cl:51][C:52]1[CH:53]=[C:54]([CH3:60])[C:55]2[NH:59][C:24]([C:9]3([NH2:8])[CH2:10][CH2:11][N:12]([C:15]4[C:16]5[CH:23]=[CH:22][NH:21][C:17]=5[N:18]=[CH:19][N:20]=4)[CH2:13][CH2:14]3)=[N:58][C:56]=2[CH:57]=1. (5) Given the reactants Br[C:2]1[CH:10]=[C:9]2[C:5]([CH:6]=[N:7][N:8]2[S:11]([C:14]2[CH:20]=[CH:19][C:17]([CH3:18])=[CH:16][CH:15]=2)(=[O:13])=[O:12])=[C:4]([CH2:21][O:22][C:23]2[CH:28]=[CH:27][CH:26]=[CH:25][C:24]=2[CH2:29][C:30]([O:32]C(C)(C)C)=[O:31])[CH:3]=1.[OH:37][CH2:38][C@@H:39]([NH:55]C(=O)OC(C)(C)C)[C:40]1[CH:45]=[CH:44][CH:43]=[C:42](B2OC(C)(C)C(C)(C)O2)[CH:41]=1, predict the reaction product. The product is: [NH2:55][C@@H:39]([C:40]1[CH:41]=[C:42]([C:2]2[CH:10]=[C:9]3[C:5]([CH:6]=[N:7][N:8]3[S:11]([C:14]3[CH:15]=[CH:16][C:17]([CH3:18])=[CH:19][CH:20]=3)(=[O:12])=[O:13])=[C:4]([CH2:21][O:22][C:23]3[CH:28]=[CH:27][CH:26]=[CH:25][C:24]=3[CH2:29][C:30]([OH:32])=[O:31])[CH:3]=2)[CH:43]=[CH:44][CH:45]=1)[CH2:38][OH:37]. (6) Given the reactants [F:1][C:2]1[CH:7]=[CH:6][C:5]([CH:8]([CH2:30][CH:31]=[CH2:32])[C:9]([N:11]=[C:12](SC)[NH:13][C:14]2[CH:19]=[CH:18][C:17]([N:20]3[CH:24]=[N:23][C:22]([CH3:25])=[N:21]3)=[C:16]([O:26][CH3:27])[CH:15]=2)=O)=[CH:4][CH:3]=1.[CH2:33]([NH:36][NH2:37])[CH:34]=[CH2:35], predict the reaction product. The product is: [CH2:33]([N:36]1[C:9]([CH:8]([C:5]2[CH:6]=[CH:7][C:2]([F:1])=[CH:3][CH:4]=2)[CH2:30][CH:31]=[CH2:32])=[N:11][C:12]([NH:13][C:14]2[CH:19]=[CH:18][C:17]([N:20]3[CH:24]=[N:23][C:22]([CH3:25])=[N:21]3)=[C:16]([O:26][CH3:27])[CH:15]=2)=[N:37]1)[CH:34]=[CH2:35].